This data is from Full USPTO retrosynthesis dataset with 1.9M reactions from patents (1976-2016). The task is: Predict the reactants needed to synthesize the given product. (1) Given the product [C:19]([O:23][NH:24][C:11](=[O:13])[C@H:10]([NH:9][C:5]1[CH:4]=[C:3]([CH3:18])[C:2]([F:1])=[C:7]([CH3:8])[CH:6]=1)[CH2:14][CH2:15][CH2:16][CH3:17])([CH3:22])([CH3:21])[CH3:20], predict the reactants needed to synthesize it. The reactants are: [F:1][C:2]1[C:7]([CH3:8])=[CH:6][C:5]([NH:9][C@H:10]([CH2:14][CH2:15][CH2:16][CH3:17])[C:11]([OH:13])=O)=[CH:4][C:3]=1[CH3:18].[C:19]([O:23][NH2:24])([CH3:22])([CH3:21])[CH3:20].C1C=CC2N(O)N=NC=2C=1.C[N+]1(C)[C@H]2CC3C=CC(O)=C4O[C@H]5[C@@H](O)C=C[C@@H]2[C@]5(C=34)CC1.CCN=C=NCCCN(C)C. (2) Given the product [ClH:34].[N:1]1([C:10]2[CH:27]=[CH:26][C:13]([CH2:14][N:16]3[CH2:20][CH2:19][C@H:18]([N:21]4[CH2:25][CH2:24][CH2:23][CH2:22]4)[CH2:17]3)=[CH:12][CH:11]=2)[C:5]2[CH:6]=[CH:7][CH:8]=[CH:9][C:4]=2[N:3]=[CH:2]1, predict the reactants needed to synthesize it. The reactants are: [N:1]1([C:10]2[CH:27]=[CH:26][C:13]([C:14]([N:16]3[CH2:20][CH2:19][C@H:18]([N:21]4[CH2:25][CH2:24][CH2:23][CH2:22]4)[CH2:17]3)=O)=[CH:12][CH:11]=2)[C:5]2[CH:6]=[CH:7][CH:8]=[CH:9][C:4]=2[N:3]=[CH:2]1.B.C1COCC1.[ClH:34].CCOCC. (3) The reactants are: CS(O)(=O)=O.[F:6][C:7]1[C:8]([NH2:27])=[N:9][CH:10]=[CH:11][C:12]=1[CH2:13][C:14]1[C:15](=[O:26])[O:16][C:17]2[CH:24]=[C:23]([OH:25])[CH:22]=[CH:21][C:18]=2[C:19]=1[CH3:20].Br[C:29]1[N:34]=[CH:33][CH:32]=[CH:31][N:30]=1.C(=O)([O-])[O-].[K+].[K+].O. Given the product [CH3:20][C:19]1[C:18]2[CH:21]=[CH:22][C:23]([O:25][C:29]3[N:34]=[CH:33][CH:32]=[CH:31][N:30]=3)=[CH:24][C:17]=2[O:16][C:15](=[O:26])[C:14]=1[CH2:13][C:12]1[CH:11]=[CH:10][N:9]=[C:8]([NH2:27])[C:7]=1[F:6], predict the reactants needed to synthesize it. (4) Given the product [C:41]([C:29]1[C:28]([O:27][CH3:26])=[C:37]([CH2:38][N:39]([CH3:40])[C:15](=[O:17])[CH:14]([C:18]2[CH:23]=[CH:22][CH:21]=[C:20]([O:24][CH3:25])[CH:19]=2)[N:11]2[CH2:10][CH2:9][NH:8][CH2:13][CH2:12]2)[C:36]2[C:31]([CH:30]=1)=[CH:32][CH:33]=[CH:34][CH:35]=2)#[N:42], predict the reactants needed to synthesize it. The reactants are: C(OC([N:8]1[CH2:13][CH2:12][N:11]([CH:14]([C:18]2[CH:23]=[CH:22][CH:21]=[C:20]([O:24][CH3:25])[CH:19]=2)[C:15]([OH:17])=O)[CH2:10][CH2:9]1)=O)(C)(C)C.[CH3:26][O:27][C:28]1[C:29]([C:41]#[N:42])=[CH:30][C:31]2[C:36]([C:37]=1[CH2:38][NH:39][CH3:40])=[CH:35][CH:34]=[CH:33][CH:32]=2.C1C=CC2N(O)N=NC=2C=1.Cl.CN(C)CCCN=C=NCC. (5) Given the product [Br:1][C:2]1[CH:3]=[C:4]([CH2:28][CH:29]([OH:34])[C:30]([OH:32])=[O:31])[CH:5]=[C:6]([Br:27])[C:7]=1[O:8][C:9]1[CH:14]=[C:13](/[CH:15]=[CH:16]/[C:17]2[CH:18]=[CH:19][N:20]=[CH:21][CH:22]=2)[C:12]([OH:23])=[C:11]([CH:24]([CH3:25])[CH3:26])[CH:10]=1, predict the reactants needed to synthesize it. The reactants are: [Br:1][C:2]1[CH:3]=[C:4]([CH2:28][CH:29]([OH:34])[C:30]([O:32]C)=[O:31])[CH:5]=[C:6]([Br:27])[C:7]=1[O:8][C:9]1[CH:14]=[C:13](/[CH:15]=[CH:16]/[C:17]2[CH:22]=[CH:21][N:20]=[CH:19][CH:18]=2)[C:12]([OH:23])=[C:11]([CH:24]([CH3:26])[CH3:25])[CH:10]=1.[OH-].[Li+]. (6) Given the product [F:29][C:30]([F:35])([F:34])[C:31]([OH:33])=[O:32].[NH2:18][CH2:17][CH2:16][C:14]1[CH:13]=[CH:12][N:11]=[C:10]([C:8]2[S:9][C:4]3[CH:3]=[C:2]([Cl:1])[CH:28]=[CH:27][C:5]=3[C:6](=[O:26])[N:7]=2)[CH:15]=1, predict the reactants needed to synthesize it. The reactants are: [Cl:1][C:2]1[CH:28]=[CH:27][C:5]2[C:6](=[O:26])[N:7]=[C:8]([C:10]3[CH:15]=[C:14]([CH2:16][CH2:17][NH:18]C(=O)OC(C)(C)C)[CH:13]=[CH:12][N:11]=3)[S:9][C:4]=2[CH:3]=1.[F:29][C:30]([F:35])([F:34])[C:31]([OH:33])=[O:32]. (7) Given the product [OH:18][C:19]1[CH:25]=[CH:24][C:23]([CH:26]([CH3:28])[CH3:27])=[CH:22][C:20]=1[NH:21][C:2]1[CH:7]=[C:6]([C:8]([F:11])([F:10])[F:9])[N:5]=[C:4]([C:12]2[CH:17]=[CH:16][CH:15]=[CH:14][N:13]=2)[N:3]=1, predict the reactants needed to synthesize it. The reactants are: Cl[C:2]1[CH:7]=[C:6]([C:8]([F:11])([F:10])[F:9])[N:5]=[C:4]([C:12]2[CH:17]=[CH:16][CH:15]=[CH:14][N:13]=2)[N:3]=1.[OH:18][C:19]1[CH:25]=[CH:24][C:23]([CH:26]([CH3:28])[CH3:27])=[CH:22][C:20]=1[NH2:21]. (8) Given the product [C:1]([O:5][C:6]([N:8]1[CH2:12][CH2:11][CH2:10][C@@H:9]1[CH2:13][O:14][C:15]1[CH:20]=[CH:19][C:18]([OH:21])=[CH:17][CH:16]=1)=[O:7])([CH3:4])([CH3:2])[CH3:3], predict the reactants needed to synthesize it. The reactants are: [C:1]([O:5][C:6]([N:8]1[CH2:12][CH2:11][CH2:10][C@@H:9]1[CH2:13][O:14][C:15]1[CH:20]=[CH:19][C:18]([O:21]CC2C=CC=CC=2)=[CH:17][CH:16]=1)=[O:7])([CH3:4])([CH3:3])[CH3:2].C1COCC1. (9) Given the product [NH2:3][C:4]1[CH:11]=[CH:10][CH:9]=[C:8]([O:12][CH2:13][CH2:14][NH:15][CH3:16])[C:19]=1[C:18]([OH:1])=[O:20], predict the reactants needed to synthesize it. The reactants are: [OH-:1].[K+].[NH2:3][C:4]1[CH:11]=[CH:10][CH:9]=[C:8]([O:12][CH2:13][CH2:14][NH:15][CH3:16])C=1C#N.Cl.[CH2:18]([OH:20])[CH3:19].